This data is from Forward reaction prediction with 1.9M reactions from USPTO patents (1976-2016). The task is: Predict the product of the given reaction. (1) Given the reactants [CH3:1][C:2]1([CH3:19])[C:10]2[C:5](=[CH:6][C:7]([N+:15]([O-:17])=[O:16])=[C:8]([NH:11]C(=O)C)[CH:9]=2)[NH:4][C:3]1=[O:18].Br[CH2:21]/[CH:22]=[CH:23]\[CH2:24][CH3:25].CC([O-])(C)C.[K+].C1CCN2C(=NCCC2)CC1, predict the reaction product. The product is: [NH2:11][C:8]1[CH:9]=[C:10]2[C:5](=[CH:6][C:7]=1[N+:15]([O-:17])=[O:16])[N:4]([CH2:21]/[CH:22]=[CH:23]\[CH2:24][CH3:25])[C:3](=[O:18])[C:2]2([CH3:1])[CH3:19]. (2) Given the reactants [CH3:1][N:2]1[C:6]([CH2:7][C:8]#[N:9])=[CH:5][CH:4]=[N:3]1.[C:10](Cl)(=O)[CH3:11].Cl.Cl.N[C:17]1[CH:18]=[CH:19][C:20]([N:24]2[CH2:29][CH2:28][CH2:27][C@@H:26]([C:30]([N:32]3[CH2:36][CH2:35][CH2:34][CH2:33]3)=[O:31])[CH2:25]2)=[N:21][C:22]=1[NH2:23].C(N(CC)CC)C.C(O)(=O)C, predict the reaction product. The product is: [CH3:1][N:2]1[C:6]([C:7]2([C:8]3[NH:23][C:22]4=[N:21][C:20]([N:24]5[CH2:29][CH2:28][CH2:27][C@@H:26]([C:30]([N:32]6[CH2:36][CH2:35][CH2:34][CH2:33]6)=[O:31])[CH2:25]5)=[CH:19][CH:18]=[C:17]4[N:9]=3)[CH2:11][CH2:10]2)=[CH:5][CH:4]=[N:3]1. (3) Given the reactants C[C:2]1(CO)[CH2:5][O:4][CH2:3]1.[CH3:8][C:9]([C:11]1[CH:16]=[CH:15][CH:14]=[C:13](C([N:20]=[C:21]=[O:22])(C)C)[CH:12]=1)=C, predict the reaction product. The product is: [CH3:8][CH:3]1[CH2:2][CH2:5][O:4]1.[C:21](=[O:22])([OH:4])[NH2:20].[CH2:8]=[CH:9][C:11]1[CH:16]=[CH:15][CH:14]=[CH:13][CH:12]=1. (4) Given the reactants [CH2:1]([NH:3][C:4](=[O:24])[NH:5][C:6]1[CH:16]=[C:15]([NH:17][C:18]2[CH:23]=[CH:22][CH:21]=[CH:20][CH:19]=2)[C:9]([C:10]([O:12]CC)=[O:11])=[CH:8][N:7]=1)[CH3:2].[OH-].[Na+], predict the reaction product. The product is: [CH2:1]([NH:3][C:4](=[O:24])[NH:5][C:6]1[CH:16]=[C:15]([NH:17][C:18]2[CH:19]=[CH:20][CH:21]=[CH:22][CH:23]=2)[C:9]([C:10]([OH:12])=[O:11])=[CH:8][N:7]=1)[CH3:2]. (5) Given the reactants [Cl-].O[NH3+:3].[C:4](=[O:7])([O-])[OH:5].[Na+].CS(C)=O.[CH2:13]([C:15]1[S:47][C:18]2[N:19]([CH2:32][C:33]3[CH:38]=[CH:37][C:36]([C:39]4[C:40]([C:45]#[N:46])=[CH:41][CH:42]=[CH:43][CH:44]=4)=[CH:35][CH:34]=3)[C:20](=[O:31])[N:21]([CH2:24][CH:25]([OH:30])[C:26]([CH3:29])([CH3:28])[CH3:27])[C:22](=[O:23])[C:17]=2[CH:16]=1)[CH3:14], predict the reaction product. The product is: [CH2:13]([C:15]1[S:47][C:18]2[N:19]([CH2:32][C:33]3[CH:34]=[CH:35][C:36]([C:39]4[CH:44]=[CH:43][CH:42]=[CH:41][C:40]=4[C:45]4[NH:3][C:4](=[O:7])[O:5][N:46]=4)=[CH:37][CH:38]=3)[C:20](=[O:31])[N:21]([CH2:24][CH:25]([OH:30])[C:26]([CH3:29])([CH3:28])[CH3:27])[C:22](=[O:23])[C:17]=2[CH:16]=1)[CH3:14]. (6) Given the reactants [CH3:1]N(C)CCOC1C=CC=C(C)C=1[N+]([O-])=O.[CH3:17][C:18]1[C:19]([N+:32]([O-])=O)=[C:20]([CH:29]=[CH:30][CH:31]=1)[O:21][CH2:22][CH2:23][N:24]1[CH2:28][CH2:27][CH2:26][CH2:25]1.N1C2C(=CC=CC=2OCCN(C)C)C=C1, predict the reaction product. The product is: [N:24]1([CH2:23][CH2:22][O:21][C:20]2[CH:29]=[CH:30][CH:31]=[C:18]3[C:19]=2[NH:32][CH:1]=[CH:17]3)[CH2:28][CH2:27][CH2:26][CH2:25]1. (7) Given the reactants [CH:1]1([NH:4][C:5](=[O:24])[C:6]2[CH:11]=[CH:10][C:9]([CH3:12])=[C:8]([C:13]3[CH:14]=[C:15]4[C:20](=[CH:21][CH:22]=3)[C:19](=[O:23])[NH:18][CH:17]=[CH:16]4)[CH:7]=2)[CH2:3][CH2:2]1.C(=O)([O-])[O-].[K+].[K+].Br[CH2:32][CH:33]([CH2:36][CH3:37])[CH2:34][CH3:35], predict the reaction product. The product is: [CH:1]1([NH:4][C:5](=[O:24])[C:6]2[CH:11]=[CH:10][C:9]([CH3:12])=[C:8]([C:13]3[CH:14]=[C:15]4[C:20](=[CH:21][CH:22]=3)[C:19](=[O:23])[N:18]([CH2:32][CH:33]([CH2:36][CH3:37])[CH2:34][CH3:35])[CH:17]=[CH:16]4)[CH:7]=2)[CH2:2][CH2:3]1.